From a dataset of Reaction yield outcomes from USPTO patents with 853,638 reactions. Predict the reaction yield, written as a fraction of the theoretical maximum amount of product (1.0 means a 100% yield; for example, 0.34 means a 34% yield). The reactants are [F:1][C:2]1[CH:3]=[C:4]([CH:30]=[C:31]([F:33])[CH:32]=1)[CH2:5][NH:6][C:7]1[CH:12]=[C:11]([NH:13][C:14]2[CH:19]=[CH:18][C:17]([N:20]3[CH2:25][CH2:24][NH:23][CH2:22][CH2:21]3)=[CH:16][CH:15]=2)[N:10]=[CH:9][C:8]=1[CH2:26][C:27]([NH2:29])=[O:28].Br[CH2:35][CH2:36][C:37]#[N:38].C(=O)([O-])[O-].[K+].[K+]. The catalyst is CN(C)C=O. The product is [C:37]([CH2:36][CH2:35][N:23]1[CH2:24][CH2:25][N:20]([C:17]2[CH:16]=[CH:15][C:14]([NH:13][C:11]3[N:10]=[CH:9][C:8]([CH2:26][C:27]([NH2:29])=[O:28])=[C:7]([NH:6][CH2:5][C:4]4[CH:3]=[C:2]([F:1])[CH:32]=[C:31]([F:33])[CH:30]=4)[CH:12]=3)=[CH:19][CH:18]=2)[CH2:21][CH2:22]1)#[N:38]. The yield is 0.770.